From a dataset of Reaction yield outcomes from USPTO patents with 853,638 reactions. Predict the reaction yield, written as a fraction of the theoretical maximum amount of product (1.0 means a 100% yield; for example, 0.34 means a 34% yield). (1) The reactants are [CH3:1][O:2][C:3]1[CH:47]=[C:46]([O:48][CH3:49])[CH:45]=[C:44]([O:50][CH3:51])[C:4]=1[CH:5]=[CH:6][CH:7]([S:17]([CH:20]([CH:30]=[CH:31][C:32]1[C:37]([O:38][CH3:39])=[CH:36][C:35]([O:40][CH3:41])=[CH:34][C:33]=1[O:42][CH3:43])[C:21]1[CH:26]=[CH:25][C:24]([O:27][CH3:28])=[C:23]([NH2:29])[CH:22]=1)(=[O:19])=[O:18])[C:8]1[CH:13]=[CH:12][C:11]([O:14][CH3:15])=[C:10]([NH2:16])[CH:9]=1.[Cl:52][CH2:53][C:54](Cl)=[O:55]. The catalyst is C1(C)C=CC=CC=1.O1CCOCC1. The product is [CH3:51][O:50][C:44]1[CH:45]=[C:46]([O:48][CH3:49])[CH:47]=[C:3]([O:2][CH3:1])[C:4]=1[CH:5]=[CH:6][CH:7]([S:17]([CH:20]([CH:30]=[CH:31][C:32]1[C:33]([O:42][CH3:43])=[CH:34][C:35]([O:40][CH3:41])=[CH:36][C:37]=1[O:38][CH3:39])[C:21]1[CH:26]=[CH:25][C:24]([O:27][CH3:28])=[C:23]([NH:29][C:54](=[O:55])[CH2:53][Cl:52])[CH:22]=1)(=[O:19])=[O:18])[C:8]1[CH:13]=[CH:12][C:11]([O:14][CH3:15])=[C:10]([NH:16][C:54](=[O:55])[CH2:53][Cl:52])[CH:9]=1. The yield is 0.880. (2) The reactants are [CH3:1][O:2][C:3]1[CH:11]=[C:10]2[C:6]([C:7]([CH:13]=O)=[CH:8][N:9]2[CH3:12])=[CH:5][CH:4]=1.C[C:16]1[NH:17]C2C(C=1C=O)=CC=CC=2. No catalyst specified. The product is [CH3:1][O:2][C:3]1[CH:11]=[C:10]2[C:6]([C:7]([CH2:13][NH:17][CH3:16])=[CH:8][N:9]2[CH3:12])=[CH:5][CH:4]=1. The yield is 0.870. (3) The reactants are [C:1]([NH:8][OH:9])([O:3][C:4]([CH3:7])([CH3:6])[CH3:5])=[O:2].[OH-].[K+].[CH2:12]([O:14][C:15](=[O:20])[C:16](Br)([CH3:18])[CH3:17])[CH3:13]. The catalyst is C(O)C. The product is [CH2:12]([O:14][C:15](=[O:20])[C:16]([O:9][NH:8][C:1]([O:3][C:4]([CH3:7])([CH3:6])[CH3:5])=[O:2])([CH3:18])[CH3:17])[CH3:13]. The yield is 0.990. (4) The reactants are [C:1]([N:5]=[C:6]=[S:7])([CH3:4])([CH3:3])[CH3:2].[CH:8]1([NH2:13])[CH2:12][CH2:11][CH2:10][CH2:9]1.CCN(C(C)C)C(C)C. The catalyst is C(Cl)Cl.CCOC(C)=O. The product is [C:1]([NH:5][C:6]([NH:13][CH:8]1[CH2:12][CH2:11][CH2:10][CH2:9]1)=[S:7])([CH3:4])([CH3:3])[CH3:2]. The yield is 0.470. (5) The reactants are [CH3:1][O:2][C:3]1[CH:8]=[C:7]([O:9][CH3:10])[C:6]([N+:11]([O-:13])=[O:12])=[CH:5][C:4]=1[OH:14].Cl.Cl[CH2:17][CH2:18][N:19]1[CH2:24][CH2:23][O:22][CH2:21][CH2:20]1.C([O-])([O-])=O.[K+].[K+]. The catalyst is CN(C=O)C.O. The product is [CH3:1][O:2][C:3]1[CH:8]=[C:7]([O:9][CH3:10])[C:6]([N+:11]([O-:13])=[O:12])=[CH:5][C:4]=1[O:14][CH2:17][CH2:18][N:19]1[CH2:24][CH2:23][O:22][CH2:21][CH2:20]1. The yield is 0.390.